Dataset: Volume of distribution at steady state (VDss) regression data from Lombardo et al.. Task: Regression/Classification. Given a drug SMILES string, predict its absorption, distribution, metabolism, or excretion properties. Task type varies by dataset: regression for continuous measurements (e.g., permeability, clearance, half-life) or binary classification for categorical outcomes (e.g., BBB penetration, CYP inhibition). For this dataset (vdss_lombardo), we predict log10(VDss) (log10 of volume of distribution in L/kg). (1) The compound is [NH3+]CCC(O)(P(=O)([O-])[O-])P(=O)([O-])O. The log10(VDss) is 0.260. (2) The molecule is Nc1ccn(C2CCC(CO)O2)c(=O)n1. The log10(VDss) is -0.270. (3) The drug is NC(=[NH2+])c1ccc(OCCCCCOc2ccc(C(N)=[NH2+])cc2)cc1. The log10(VDss) is 1.72. (4) The compound is COCC(NC(C)=O)C(=O)NCc1ccccc1. The log10(VDss) is -0.240. (5) The drug is CC(N)CCCC(C)(C)O. The log10(VDss) is 0.330. (6) The compound is O=[N+]([O-])OC1COC2C(O)COC12. The log10(VDss) is -0.150. (7) The molecule is CC(C)C1C(=O)NC(CCCNC(N)=[NH2+])C(=O)NCC(=O)NC(CC(=O)[O-])C(=O)NC(Cc2ccccc2)C(=O)N1C. The log10(VDss) is -0.590. (8) The drug is CCCc1cc(=O)[nH]c(=S)[nH]1. The log10(VDss) is -0.470. (9) The molecule is C[NH2+]CC(O)CC12CCC(c3ccccc31)c1ccccc12. The log10(VDss) is 1.27. (10) The drug is [NH3+]CCC[NH2+]CCSP(=O)([O-])[O-]. The log10(VDss) is -1.05.